This data is from Peptide-MHC class II binding affinity with 134,281 pairs from IEDB. The task is: Regression. Given a peptide amino acid sequence and an MHC pseudo amino acid sequence, predict their binding affinity value. This is MHC class II binding data. (1) The peptide sequence is PTLAFPAGVCPTIGV. The MHC is HLA-DPA10103-DPB10401 with pseudo-sequence HLA-DPA10103-DPB10401. The binding affinity (normalized) is 0.210. (2) The peptide sequence is YLGLEVLTRARAALT. The MHC is HLA-DQA10301-DQB10302 with pseudo-sequence HLA-DQA10301-DQB10302. The binding affinity (normalized) is 0. (3) The peptide sequence is RMFSSTLRAAVPWYA. The MHC is HLA-DPA10201-DPB11401 with pseudo-sequence HLA-DPA10201-DPB11401. The binding affinity (normalized) is 0.526. (4) The peptide sequence is MSGHALAARTLLAAA. The MHC is DRB3_0202 with pseudo-sequence DRB3_0202. The binding affinity (normalized) is 0.143. (5) The peptide sequence is DNFMRQIYFESYVRP. The MHC is DRB1_0101 with pseudo-sequence DRB1_0101. The binding affinity (normalized) is 0.313.